Task: Regression. Given a peptide amino acid sequence and an MHC pseudo amino acid sequence, predict their binding affinity value. This is MHC class II binding data.. Dataset: Peptide-MHC class II binding affinity with 134,281 pairs from IEDB (1) The peptide sequence is AQGKAFYEAVAKAHQ. The MHC is HLA-DQA10501-DQB10301 with pseudo-sequence HLA-DQA10501-DQB10301. The binding affinity (normalized) is 0.395. (2) The peptide sequence is GGRSLTDLLRALGAQ. The MHC is DRB1_0802 with pseudo-sequence DRB1_0802. The binding affinity (normalized) is 0.522. (3) The MHC is DRB1_0404 with pseudo-sequence DRB1_0404. The peptide sequence is YFIMAYVNQAHHIQL. The binding affinity (normalized) is 0.937. (4) The peptide sequence is EAAFTVSSKRNLADA. The MHC is DRB1_1602 with pseudo-sequence DRB1_1602. The binding affinity (normalized) is 0.454.